This data is from Reaction yield outcomes from USPTO patents with 853,638 reactions. The task is: Predict the reaction yield, written as a fraction of the theoretical maximum amount of product (1.0 means a 100% yield; for example, 0.34 means a 34% yield). (1) The reactants are O[CH:2]([C:4]1[CH:5]=[C:6]2[C:11](=[CH:12][CH:13]=1)[N:10]=[CH:9][CH:8]=[N:7]2)[CH3:3].P(Br)(Br)[Br:15]. The product is [Br:15][CH:2]([C:4]1[CH:5]=[C:6]2[C:11](=[CH:12][CH:13]=1)[N:10]=[CH:9][CH:8]=[N:7]2)[CH3:3]. The yield is 0.370. The catalyst is CCOCC. (2) The reactants are [Cl:1][CH2:2][C:3]1[CH:11]=[CH:10][C:6]([CH:7]=[N:8][OH:9])=[CH:5][CH:4]=1.[Cl:12]N1C(=O)CCC1=O.Cl.O. The catalyst is CN(C=O)C.O1CCOCC1. The product is [CH:11]1[C:3]([CH2:2][Cl:1])=[CH:4][CH:5]=[C:6](/[C:7](/[Cl:12])=[N:8]\[OH:9])[CH:10]=1. The yield is 1.00. (3) The reactants are C(OC(=O)[NH:7][CH2:8][C:9]([CH3:31])([C:11]1[CH:16]=[CH:15][C:14]([CH2:17][C:18](=[O:30])[C:19]2[C:28](=[O:29])[C:27]3[C:22](=[CH:23][CH:24]=[CH:25][CH:26]=3)[NH:21][CH:20]=2)=[CH:13][CH:12]=1)[CH3:10])(C)(C)C.C(O)(C(F)(F)F)=O.[OH-].[Na+]. The catalyst is C(Cl)Cl. The product is [NH2:7][CH2:8][C:9]([C:11]1[CH:16]=[CH:15][C:14]([CH2:17][C:18]([C:19]2[C:28](=[O:29])[C:27]3[C:22](=[CH:23][CH:24]=[CH:25][CH:26]=3)[NH:21][CH:20]=2)=[O:30])=[CH:13][CH:12]=1)([CH3:10])[CH3:31]. The yield is 0.910.